This data is from Reaction yield outcomes from USPTO patents with 853,638 reactions. The task is: Predict the reaction yield, written as a fraction of the theoretical maximum amount of product (1.0 means a 100% yield; for example, 0.34 means a 34% yield). (1) The reactants are Cl.C(OCC)(=O)C.C([O:12][C:13]1[C:14]([CH2:19][N:20]2[CH2:25][CH2:24][CH:23]([C:26](=[O:38])[CH2:27][C:28]3[CH:33]=[CH:32][CH:31]=[CH:30][C:29]=3[C:34]([F:37])([F:36])[F:35])[CH2:22][CH2:21]2)=[N:15][CH:16]=[CH:17][N:18]=1)(C)(C)C.[OH-].[Na+]. The catalyst is ClCCl. The product is [F:37][C:34]([F:35])([F:36])[C:29]1[CH:30]=[CH:31][CH:32]=[CH:33][C:28]=1[CH2:27][C:26]([CH:23]1[CH2:22][CH2:21][N:20]([CH2:19][C:14]2[C:13](=[O:12])[NH:18][CH:17]=[CH:16][N:15]=2)[CH2:25][CH2:24]1)=[O:38]. The yield is 0.710. (2) The reactants are [NH:1]1[CH2:4][CH:3]([N:5]2[CH:9]=[C:8]([C:10]3[CH:11]=[N:12][C:13]4[C:18]([CH:19]=3)=[CH:17][C:16]([CH2:20][C:21]3[N:25]5[N:26]=[C:27]([CH3:30])[CH:28]=[CH:29][C:24]5=[N:23][N:22]=3)=[CH:15][CH:14]=4)[CH:7]=[N:6]2)[CH2:2]1.C=O.[C:33](O[BH-](OC(=O)C)OC(=O)C)(=O)C.[Na+]. The catalyst is ClCCl. The product is [CH3:33][N:1]1[CH2:4][CH:3]([N:5]2[CH:9]=[C:8]([C:10]3[CH:11]=[N:12][C:13]4[C:18]([CH:19]=3)=[CH:17][C:16]([CH2:20][C:21]3[N:25]5[N:26]=[C:27]([CH3:30])[CH:28]=[CH:29][C:24]5=[N:23][N:22]=3)=[CH:15][CH:14]=4)[CH:7]=[N:6]2)[CH2:2]1. The yield is 0.350. (3) The reactants are [CH3:1][C:2](=O)[CH2:3][C:4](=O)[CH3:5].Cl.Cl.[CH2:10]([NH:17][NH2:18])[C:11]1[CH:16]=[CH:15][CH:14]=[CH:13][CH:12]=1.C(N(CC)CC)C. The catalyst is C(O)(=O)C. The product is [CH2:10]([N:17]1[C:4]([CH3:5])=[CH:3][C:2]([CH3:1])=[N:18]1)[C:11]1[CH:16]=[CH:15][CH:14]=[CH:13][CH:12]=1. The yield is 0.920. (4) The reactants are [CH2:1]([N:6]1[C:14]2[N:13]=[CH:12][N:11]([CH2:15][CH:16]=[CH2:17])[C:10]=2[C:9](=[O:18])[NH:8][C:7]1=[O:19])[CH2:2][CH2:3][CH2:4][CH3:5].[C:20](=O)([O-])[O-].[K+].[K+].CI. The yield is 1.00. The product is [CH3:20][N:8]1[C:9](=[O:18])[C:10]2[N:11]([CH2:15][CH:16]=[CH2:17])[CH:12]=[N:13][C:14]=2[N:6]([CH2:1][CH2:2][CH2:3][CH2:4][CH3:5])[C:7]1=[O:19]. The catalyst is CN(C=O)C. (5) The reactants are [Cl:1][C:2]1[C:7]2=[N:8][O:9][N:10]=[C:6]2[C:5]([N+:11]([O-])=O)=[CH:4][CH:3]=1. The catalyst is CC(O)=O.CCOC(C)=O.O.[Fe]. The product is [NH2:11][C:5]1[C:6]2[C:7](=[N:8][O:9][N:10]=2)[C:2]([Cl:1])=[CH:3][CH:4]=1. The yield is 0.940.